Dataset: Full USPTO retrosynthesis dataset with 1.9M reactions from patents (1976-2016). Task: Predict the reactants needed to synthesize the given product. (1) Given the product [CH2:18]([C:17]([C:14]1[CH:15]=[CH:16][C:11]([C:7]2[CH:8]=[CH:9][CH:10]=[C:5]([CH2:4][C:3]([OH:45])=[O:2])[CH:6]=2)=[C:12]([CH3:44])[CH:13]=1)([C:22]1[CH:27]=[CH:26][C:25]([CH2:28][CH2:29][CH:30]([OH:35])[C:31]([CH3:33])([CH3:34])[CH3:32])=[C:24]([CH3:43])[CH:23]=1)[CH2:20][CH3:21])[CH3:19], predict the reactants needed to synthesize it. The reactants are: C[O:2][C:3](=[O:45])[CH2:4][C:5]1[CH:6]=[C:7]([C:11]2[CH:16]=[CH:15][C:14]([C:17]([C:22]3[CH:27]=[CH:26][C:25]([CH2:28][CH2:29][CH:30]([O:35][Si](C(C)(C)C)(C)C)[C:31]([CH3:34])([CH3:33])[CH3:32])=[C:24]([CH3:43])[CH:23]=3)([CH2:20][CH3:21])[CH2:18][CH3:19])=[CH:13][C:12]=2[CH3:44])[CH:8]=[CH:9][CH:10]=1. (2) Given the product [C:20]([O:19][C:17](=[O:18])[NH:7][CH2:6]/[CH:5]=[CH:4]\[CH2:3][Cl:2])([CH3:23])([CH3:22])[CH3:21], predict the reactants needed to synthesize it. The reactants are: Cl.[Cl:2][CH2:3]/[CH:4]=[CH:5]\[CH2:6][NH2:7].C(N(CC)C(C)C)(C)C.[C:17](O[C:17]([O:19][C:20]([CH3:23])([CH3:22])[CH3:21])=[O:18])([O:19][C:20]([CH3:23])([CH3:22])[CH3:21])=[O:18].C(=O)(O)[O-].[Na+].